This data is from Catalyst prediction with 721,799 reactions and 888 catalyst types from USPTO. The task is: Predict which catalyst facilitates the given reaction. Reactant: [CH3:1][C:2]1[N:6]=[C:5]([C:7]2[N:8]=[C:9]3[N:19]([CH:20]=2)[CH2:18][CH2:17][O:16][C:15]2[C:10]3=[CH:11][CH:12]=[C:13]([C:21]([NH2:23])=[O:22])[CH:14]=2)[N:4]([CH:24]([CH3:26])[CH3:25])[N:3]=1.[CH3:27][N:28]([CH:30](OC)OC)[CH3:29]. Product: [CH3:27][N:28](/[CH:30]=[N:23]/[C:21]([C:13]1[CH:14]=[C:15]2[C:10](=[CH:11][CH:12]=1)[C:9]1[N:19]([CH:20]=[C:7]([C:5]3[N:4]([CH:24]([CH3:26])[CH3:25])[N:3]=[C:2]([CH3:1])[N:6]=3)[N:8]=1)[CH2:18][CH2:17][O:16]2)=[O:22])[CH3:29]. The catalyst class is: 12.